Dataset: Peptide-MHC class II binding affinity with 134,281 pairs from IEDB. Task: Regression. Given a peptide amino acid sequence and an MHC pseudo amino acid sequence, predict their binding affinity value. This is MHC class II binding data. (1) The peptide sequence is AFKVAATAANAAPAT. The MHC is DRB1_0901 with pseudo-sequence DRB1_0901. The binding affinity (normalized) is 0.788. (2) The peptide sequence is GPIVHDAIHRSAARS. The MHC is DRB1_1302 with pseudo-sequence DRB1_1302. The binding affinity (normalized) is 0.553. (3) The peptide sequence is AGYLVGRKPLAFFSW. The MHC is DRB1_0401 with pseudo-sequence DRB1_0401. The binding affinity (normalized) is 0.151. (4) The peptide sequence is KPIFHFVGTSTFSEY. The MHC is HLA-DPA10201-DPB11401 with pseudo-sequence HLA-DPA10201-DPB11401. The binding affinity (normalized) is 0.367. (5) The MHC is DRB1_0101 with pseudo-sequence DRB1_0101. The binding affinity (normalized) is 0.479. The peptide sequence is ATEVPANSTVLSFCA. (6) The peptide sequence is FYVWDFAEKFKEDVI. The MHC is DRB1_0405 with pseudo-sequence DRB1_0405. The binding affinity (normalized) is 0.131. (7) The MHC is DRB1_1501 with pseudo-sequence DRB1_1501. The binding affinity (normalized) is 0.237. The peptide sequence is PTIIERNITEIVYLT. (8) The peptide sequence is SKTHLNFERSLKAFF. The MHC is DRB4_0101 with pseudo-sequence DRB4_0103. The binding affinity (normalized) is 0.781. (9) The peptide sequence is GYTPATPAAPAGAEP. The MHC is HLA-DPA10201-DPB10101 with pseudo-sequence HLA-DPA10201-DPB10101. The binding affinity (normalized) is 0.0289.